From a dataset of Full USPTO retrosynthesis dataset with 1.9M reactions from patents (1976-2016). Predict the reactants needed to synthesize the given product. (1) Given the product [Si:10]([O:17][C:18]1[CH:24]=[CH:23][C:21]([NH:22][C:2]2[CH:3]=[C:4]([C:8]#[N:9])[N:5]([CH3:7])[CH:6]=2)=[CH:20][CH:19]=1)([C:13]([CH3:16])([CH3:15])[CH3:14])([CH3:12])[CH3:11], predict the reactants needed to synthesize it. The reactants are: Br[C:2]1[CH:3]=[C:4]([C:8]#[N:9])[N:5]([CH3:7])[CH:6]=1.[Si:10]([O:17][C:18]1[CH:24]=[CH:23][C:21]([NH2:22])=[CH:20][CH:19]=1)([C:13]([CH3:16])([CH3:15])[CH3:14])([CH3:12])[CH3:11].C(P(C(C)(C)C)C1C=CC=CC=1C1C(C(C)C)=CC(C(C)C)=CC=1C(C)C)(C)(C)C. (2) Given the product [F:10][C:11]1[CH:16]=[CH:15][C:14]([C@H:17]2[N:21]3[C@@H:20]([C@H:22]([CH3:23])[O:24][C:1](=[O:5])[C:2]3=[O:3])[CH2:19][CH2:18]2)=[CH:13][CH:12]=1, predict the reactants needed to synthesize it. The reactants are: [C:1](Cl)(=[O:5])[C:2](Cl)=[O:3].ClCCl.[F:10][C:11]1[CH:16]=[CH:15][C:14]([C@H:17]2[NH:21][C@@H:20]([C@@H:22]([OH:24])[CH3:23])[CH2:19][CH2:18]2)=[CH:13][CH:12]=1.N1C=CC=CC=1. (3) Given the product [CH:22]1([CH2:25][O:26][C:27]2[C:34]([O:35][CH3:36])=[CH:33][CH:32]=[CH:31][C:28]=2/[CH:29]=[CH:1]/[C:2]2[N:3]=[C:4]3[S:21][CH:20]=[CH:19][N:5]3[C:6](=[O:18])[C:7]=2[C:8]2[CH:13]=[CH:12][CH:11]=[C:10]([C:14]([F:17])([F:15])[F:16])[CH:9]=2)[CH2:23][CH2:24]1, predict the reactants needed to synthesize it. The reactants are: [CH3:1][C:2]1[N:3]=[C:4]2[S:21][CH:20]=[CH:19][N:5]2[C:6](=[O:18])[C:7]=1[C:8]1[CH:13]=[CH:12][CH:11]=[C:10]([C:14]([F:17])([F:16])[F:15])[CH:9]=1.[CH:22]1([CH2:25][O:26][C:27]2[C:34]([O:35][CH3:36])=[CH:33][CH:32]=[CH:31][C:28]=2[CH:29]=O)[CH2:24][CH2:23]1.[O-]CC.[Na+]. (4) Given the product [Cl:13][C:9]1[CH:10]=[CH:11][CH:12]=[C:7]([Cl:6])[C:8]=1[C:14]1[CH:18]=[C:17]([C:19]2[CH:24]=[C:23]([NH:25][CH2:26][O:31][CH:28]([CH3:30])[CH3:29])[CH:22]=[CH:21][N:20]=2)[O:16][N:15]=1, predict the reactants needed to synthesize it. The reactants are: [H-].[Na+].[H][H].Cl.[Cl:6][C:7]1[CH:12]=[CH:11][CH:10]=[C:9]([Cl:13])[C:8]=1[C:14]1[CH:18]=[C:17]([C:19]2[CH:24]=[C:23]([NH2:25])[CH:22]=[CH:21][N:20]=2)[O:16][N:15]=1.[CH2:26]=O.[CH:28]([OH:31])([CH3:30])[CH3:29]. (5) Given the product [CH2:1]([CH:9]1[CH2:18][C:17]2[C:12](=[CH:13][CH:14]=[C:15]([F:19])[CH:16]=2)[CH2:11][NH:10]1)[C:2]1[CH:3]=[CH:4][CH:5]=[CH:6][CH:7]=1, predict the reactants needed to synthesize it. The reactants are: [C:1]([CH:9]1[CH2:18][C:17]2[C:12](=[CH:13][CH:14]=[C:15]([F:19])[CH:16]=2)[CH2:11][N:10]1CC1C=CC=CC=1)(=O)[C:2]1[CH:7]=[CH:6][CH:5]=[CH:4][CH:3]=1.